This data is from Peptide-MHC class II binding affinity with 134,281 pairs from IEDB. The task is: Regression. Given a peptide amino acid sequence and an MHC pseudo amino acid sequence, predict their binding affinity value. This is MHC class II binding data. The peptide sequence is AAATAGTTVYGQFAA. The MHC is HLA-DQA10401-DQB10402 with pseudo-sequence HLA-DQA10401-DQB10402. The binding affinity (normalized) is 0.354.